Dataset: Full USPTO retrosynthesis dataset with 1.9M reactions from patents (1976-2016). Task: Predict the reactants needed to synthesize the given product. (1) The reactants are: [Cl:1][C:2]1[CH:30]=[C:29]([Cl:31])[CH:28]=[CH:27][C:3]=1[O:4][CH:5]1[C:13]2[C:8](=[CH:9][CH:10]=[C:11]([C:14]3[CH:15]=[C:16]([CH:24]=[CH:25][CH:26]=3)[C:17]([NH:19][CH2:20][CH2:21][S:22][CH3:23])=[O:18])[CH:12]=2)[CH2:7][CH2:6]1.ClC1C=CC=C(C(OO)=[O:40])C=1.C(=O)([O-])O.[Na+]. Given the product [Cl:1][C:2]1[CH:30]=[C:29]([Cl:31])[CH:28]=[CH:27][C:3]=1[O:4][CH:5]1[C:13]2[C:8](=[CH:9][CH:10]=[C:11]([C:14]3[CH:15]=[C:16]([CH:24]=[CH:25][CH:26]=3)[C:17]([NH:19][CH2:20][CH2:21][S:22]([CH3:23])=[O:40])=[O:18])[CH:12]=2)[CH2:7][CH2:6]1, predict the reactants needed to synthesize it. (2) Given the product [CH2:8]([O:7][C:5](=[O:6])[CH2:4][NH:34][C:35]([NH:10][C:11]1[CH:16]=[CH:15][C:14]([N:17]2[C:30](=[O:31])[C:20]3=[CH:21][NH:22][C:23]4[C:24]([F:29])=[CH:25][CH:26]=[CH:27][C:28]=4[C:19]3=[N:18]2)=[CH:13][CH:12]=1)=[O:36])[CH3:9], predict the reactants needed to synthesize it. The reactants are: O([CH2:4][C:5]([O:7][CH2:8][CH3:9])=[O:6])C#N.[NH2:10][C:11]1[CH:16]=[CH:15][C:14]([N:17]2[C:30](=[O:31])[C:20]3=[CH:21][NH:22][C:23]4[C:24]([F:29])=[CH:25][CH:26]=[CH:27][C:28]=4[C:19]3=[N:18]2)=[CH:13][CH:12]=1.O.C[N:34](C)[CH:35]=[O:36].